Dataset: Reaction yield outcomes from USPTO patents with 853,638 reactions. Task: Predict the reaction yield, written as a fraction of the theoretical maximum amount of product (1.0 means a 100% yield; for example, 0.34 means a 34% yield). (1) The reactants are [F:1][C:2]1[CH:10]=[CH:9][CH:8]=[CH:7][C:3]=1[C:4]([NH2:6])=[O:5].[H-].[Na+].[C:13](Cl)(=[O:22])[CH:14]=[CH:15][C:16]1[CH:21]=[CH:20][CH:19]=[CH:18][CH:17]=1.Cl. The catalyst is O1CCCC1. The product is [C:13]([NH:6][C:4](=[O:5])[C:3]1[CH:7]=[CH:8][CH:9]=[CH:10][C:2]=1[F:1])(=[O:22])/[CH:14]=[CH:15]/[C:16]1[CH:21]=[CH:20][CH:19]=[CH:18][CH:17]=1. The yield is 0.700. (2) The reactants are N#N.[Cl-].[NH4+].C(O)C.[I:8][C:9]1[CH:14]=[C:13]([N+:15]([O-])=O)[CH:12]=[CH:11][C:10]=1[O:18][CH3:19]. The catalyst is [Fe].O. The product is [I:8][C:9]1[CH:14]=[C:13]([NH2:15])[CH:12]=[CH:11][C:10]=1[O:18][CH3:19]. The yield is 0.880. (3) The reactants are [C:1]([Si:5]([C:23]1[CH:28]=[CH:27][CH:26]=[CH:25][CH:24]=1)([C:17]1[CH:22]=[CH:21][CH:20]=[CH:19][CH:18]=1)[O:6][CH2:7][CH2:8][C:9]([C:11]1[CH:16]=[CH:15][CH:14]=[CH:13][CH:12]=1)=[CH2:10])([CH3:4])([CH3:3])[CH3:2].[N+](=[C:31]([C:36]([O:38][CH3:39])=[O:37])[C:32]([O:34][CH3:35])=[O:33])=[N-]. The catalyst is C(Cl)(Cl)Cl.C([O-])(=O)C.[Rh+2].C([O-])(=O)C. The product is [CH3:35][O:34][C:32]([C:31]1([C:36]([O:38][CH3:39])=[O:37])[CH2:10][C:9]1([CH2:8][CH2:7][O:6][Si:5]([C:1]([CH3:2])([CH3:4])[CH3:3])([C:17]1[CH:18]=[CH:19][CH:20]=[CH:21][CH:22]=1)[C:23]1[CH:24]=[CH:25][CH:26]=[CH:27][CH:28]=1)[C:11]1[CH:12]=[CH:13][CH:14]=[CH:15][CH:16]=1)=[O:33]. The yield is 0.700. (4) The reactants are [O:1]1[C:5]2[CH:6]=[CH:7][C:8]([C:10]3([C:13]([NH:15][C:16]4[CH:17]=[C:18]5[C:22](=[CH:23][CH:24]=4)[N:21]([CH2:25][CH2:26]Cl)[CH:20]([C:28]([CH3:31])([CH3:30])[CH3:29])[CH2:19]5)=[O:14])[CH2:12][CH2:11]3)=[CH:9][C:4]=2[O:3][CH2:2]1.[C-:32]#[N:33].[Na+]. The catalyst is C(O)C.O. The product is [O:1]1[C:5]2[CH:6]=[CH:7][C:8]([C:10]3([C:13]([NH:15][C:16]4[CH:17]=[C:18]5[C:22](=[CH:23][CH:24]=4)[N:21]([CH2:25][CH2:26][C:32]#[N:33])[CH:20]([C:28]([CH3:31])([CH3:30])[CH3:29])[CH2:19]5)=[O:14])[CH2:12][CH2:11]3)=[CH:9][C:4]=2[O:3][CH2:2]1. The yield is 0.770.